This data is from Catalyst prediction with 721,799 reactions and 888 catalyst types from USPTO. The task is: Predict which catalyst facilitates the given reaction. (1) Reactant: [B:1]([C:4]1[CH:16]=[CH:15][C:7]([O:8][CH2:9][CH2:10][CH2:11][C:12]([OH:14])=[O:13])=[CH:6][CH:5]=1)([OH:3])[OH:2].C(=O)(O)[O-].[K+].[CH2:22](Br)[C:23]1[CH:28]=[CH:27][CH:26]=[CH:25][CH:24]=1. Product: [CH2:22]([O:13][C:12]([CH2:11][CH2:10][CH2:9][O:8][C:7]1[CH:6]=[CH:5][C:4]([B:1]([OH:3])[OH:2])=[CH:16][CH:15]=1)=[O:14])[C:23]1[CH:28]=[CH:27][CH:26]=[CH:25][CH:24]=1. The catalyst class is: 3. (2) Reactant: [C:1]1([CH3:11])[CH:6]=[CH:5][CH:4]=[C:3]([CH2:7][C:8](O)=[O:9])[CH:2]=1.Cl.[CH3:13][NH:14][O:15][CH3:16].C(Cl)CCl.C1C=NC2N(O)N=NC=2C=1.CCN(C(C)C)C(C)C. Product: [CH3:16][O:15][N:14]([CH3:13])[C:8](=[O:9])[CH2:7][C:3]1[CH:4]=[CH:5][CH:6]=[C:1]([CH3:11])[CH:2]=1. The catalyst class is: 31. (3) Reactant: [OH:1][C:2]1[CH:11]=[C:10]2[C:5]([CH2:6][CH2:7][CH2:8][C:9]2=[O:12])=[CH:4][CH:3]=1.N(C(OC(C)C)=O)=NC(OC(C)C)=O.[C:27]1([CH2:33][CH2:34]O)[CH:32]=[CH:31][CH:30]=[CH:29][CH:28]=1.C1(P(C2C=CC=CC=2)C2C=CC=CC=2)C=CC=CC=1. Product: [CH2:34]([O:1][C:2]1[CH:11]=[C:10]2[C:5]([CH2:6][CH2:7][CH2:8][C:9]2=[O:12])=[CH:4][CH:3]=1)[CH2:33][C:27]1[CH:32]=[CH:31][CH:30]=[CH:29][CH:28]=1. The catalyst class is: 20. (4) Reactant: [O:1]=[C:2]1[C:11]2[C:6](=[CH:7][C:8]([C:12]3[CH:21]=[CH:20][C:15]([C:16]([O:18]C)=[O:17])=[CH:14][CH:13]=3)=[CH:9][CH:10]=2)[CH2:5][CH2:4][N:3]1[CH2:22][CH2:23][N:24]1[CH2:28][CH2:27][CH2:26][CH2:25]1.[OH-].[Na+].Cl. Product: [O:1]=[C:2]1[C:11]2[C:6](=[CH:7][C:8]([C:12]3[CH:21]=[CH:20][C:15]([C:16]([OH:18])=[O:17])=[CH:14][CH:13]=3)=[CH:9][CH:10]=2)[CH2:5][CH2:4][N:3]1[CH2:22][CH2:23][N:24]1[CH2:28][CH2:27][CH2:26][CH2:25]1. The catalyst class is: 40. (5) The catalyst class is: 41. Product: [F:1][C:2]1[CH:3]=[C:4]([CH:8]=[CH:9][C:10]2[N:11]=[C:12]([C:24]#[N:25])[CH:13]=[CH:14][CH:15]=2)[CH:5]=[CH:6][CH:7]=1. Reactant: [F:1][C:2]1[CH:3]=[C:4]([CH:8]=[CH:9][C:10]2[CH:15]=[CH:14][CH:13]=[CH:12][N+:11]=2[O-])[CH:5]=[CH:6][CH:7]=1.COS(OC)(=O)=O.[C-:24]#[N:25].[Na+]. (6) Product: [CH2:12]([O:11][C:9]([CH:8]1[CH2:7][CH2:6][N:5]([CH:2]2[CH2:1][CH2:15][N:5]([C:30]([O:28][CH2:26][CH3:27])=[O:33])[CH2:6][CH2:7]2)[CH2:15][CH2:14]1)=[O:10])[CH3:13]. Reactant: [C:1](O)(=O)[CH3:2].[NH:5]1[CH2:15][CH2:14][CH:8]([C:9]([O:11][CH2:12][CH3:13])=[O:10])[CH2:7][CH2:6]1.C(O[BH-](O[C:26](=[O:28])[CH3:27])OC(=O)C)(=O)C.[Na+].[C:30](=[O:33])(O)[O-].[Na+]. The catalyst class is: 4.